This data is from Reaction yield outcomes from USPTO patents with 853,638 reactions. The task is: Predict the reaction yield, written as a fraction of the theoretical maximum amount of product (1.0 means a 100% yield; for example, 0.34 means a 34% yield). (1) The reactants are [F:1][C:2]1[CH:10]=[C:9]([O:11][CH3:12])[CH:8]=[C:7]([F:13])[C:3]=1[C:4]([OH:6])=O.CN(C(ON1N=NC2C=CC=NC1=2)=[N+](C)C)C.F[P-](F)(F)(F)(F)F.CCN(CC)CC.[NH2:45][C:46]1[CH:62]=[CH:61][C:49]([O:50][CH2:51][CH2:52][NH:53]C(=O)OC(C)(C)C)=[C:48]([C:63]2[N:67]([CH3:68])[N:66]=[CH:65][CH:64]=2)[CH:47]=1.[C:69]([OH:75])([C:71]([F:74])([F:73])[F:72])=[O:70]. The catalyst is C(Cl)Cl. The product is [F:72][C:71]([F:74])([F:73])[C:69]([OH:75])=[O:70].[NH2:53][CH2:52][CH2:51][O:50][C:49]1[CH:61]=[CH:62][C:46]([NH:45][C:4](=[O:6])[C:3]2[C:7]([F:13])=[CH:8][C:9]([O:11][CH3:12])=[CH:10][C:2]=2[F:1])=[CH:47][C:48]=1[C:63]1[N:67]([CH3:68])[N:66]=[CH:65][CH:64]=1. The yield is 0.340. (2) The reactants are [CH2:1]([C@H:3]1[C@@H:7]([C:8]2[N:12]3[C:13]4[CH:19]=[CH:18][N:17](S(C5C=CC(C)=CC=5)(=O)=O)[C:14]=4[N:15]=[CH:16][C:11]3=[N:10][N:9]=2)[CH2:6][C@@H:5]([NH:30][S:31]([CH:34]=[CH2:35])(=[O:33])=[O:32])[CH2:4]1)[CH3:2].CCN(C(C)C)C(C)C.[NH:45]1[CH:49]=[C:48]([C:50]#[N:51])[CH:47]=[N:46]1. The catalyst is C(O)CC.C(Cl)Cl. The product is [C:50]([C:48]1[CH:49]=[N:45][N:46]([CH2:35][CH2:34][S:31]([NH:30][C@@H:5]2[CH2:6][C@H:7]([C:8]3[N:12]4[C:13]5[CH:19]=[CH:18][NH:17][C:14]=5[N:15]=[CH:16][C:11]4=[N:10][N:9]=3)[C@H:3]([CH2:1][CH3:2])[CH2:4]2)(=[O:32])=[O:33])[CH:47]=1)#[N:51]. The yield is 0.420.